This data is from Full USPTO retrosynthesis dataset with 1.9M reactions from patents (1976-2016). The task is: Predict the reactants needed to synthesize the given product. (1) Given the product [ClH:1].[ClH:1].[CH3:3][N:4]1[CH2:10][CH2:9][CH2:8][N:7]([CH2:11][CH:12]([CH:24]2[CH2:25][CH2:26][CH:27]2[OH:45])[C:13]2[CH:14]=[CH:15][C:16]([O:19][C:20]([F:23])([F:22])[F:21])=[CH:17][CH:18]=2)[CH2:6][CH2:5]1, predict the reactants needed to synthesize it. The reactants are: [ClH:1].Cl.[CH3:3][N:4]1[CH2:10][CH2:9][CH2:8][N:7]([CH2:11][CH:12]([C:24]2(O)[CH2:27][CH2:26][CH2:25]2)[C:13]2[CH:18]=[CH:17][C:16]([O:19][C:20]([F:23])([F:22])[F:21])=[CH:15][CH:14]=2)[CH2:6][CH2:5]1.CN1CCCN(C(=O)C(C2(O)CCC2)C2C=CC([O:45]C(F)(F)F)=CC=2)CC1. (2) Given the product [Br:16][C:17]1[CH:24]=[CH:23][C:20]([CH2:21][N:10]2[C:9](=[O:11])[C:8]3([CH2:15][CH2:14][CH2:13][CH2:12]3)[N:7]=[C:6]2[CH2:2][CH2:3][CH2:4][CH3:5])=[CH:19][CH:18]=1, predict the reactants needed to synthesize it. The reactants are: Cl.[CH2:2]([C:6]1[NH:10][C:9](=[O:11])[C:8]2([CH2:15][CH2:14][CH2:13][CH2:12]2)[N:7]=1)[CH2:3][CH2:4][CH3:5].[Br:16][C:17]1[CH:24]=[CH:23][C:20]([CH2:21]Br)=[CH:19][CH:18]=1. (3) The reactants are: [Cl:1][C:2]1[CH:11]=[CH:10][C:9]2[C:4](=[C:5]([NH:12][S:13]([C:16]3[CH:21]=[CH:20][CH:19]=[CH:18][C:17]=3[N+:22]([O-])=O)(=[O:15])=[O:14])[CH:6]=[CH:7][CH:8]=2)[N:3]=1.Cl[Sn]Cl. Given the product [NH2:22][C:17]1[CH:18]=[CH:19][CH:20]=[CH:21][C:16]=1[S:13]([NH:12][C:5]1[CH:6]=[CH:7][CH:8]=[C:9]2[C:4]=1[N:3]=[C:2]([Cl:1])[CH:11]=[CH:10]2)(=[O:15])=[O:14], predict the reactants needed to synthesize it. (4) Given the product [F:1][C:2]1[CH:3]=[C:4]([N:8]2[CH2:12][C@H:11]([CH2:13][OH:14])[O:10][C:9]2=[O:15])[CH:5]=[CH:6][C:7]=1[I:16], predict the reactants needed to synthesize it. The reactants are: [F:1][C:2]1[CH:3]=[C:4]([N:8]2[CH2:12][C@@H:11]([CH2:13][OH:14])[O:10][C:9]2=[O:15])[CH:5]=[CH:6][CH:7]=1.[I:16]N1C(=O)CCC1=O. (5) The reactants are: [CH3:1][N:2]([CH:4]=[O:5])[CH3:3].N1[CH2:11][CH2:10][CH2:9][CH2:8]C1.[CH:12]1[CH:13]=CC2N(O)N=NC=2[CH:17]=1.[CH3:22]CN=C=NCCCN(C)C.Cl. Given the product [CH3:22][CH:9]([CH3:8])[CH2:10][CH2:11][C:4]([N:2]1[CH2:3][CH2:13][CH2:12][CH2:17][CH2:1]1)=[O:5], predict the reactants needed to synthesize it. (6) Given the product [Cl:1][C:2]1[CH:3]=[CH:4][C:5]2[N:6]([C@@H:16]3[CH2:19][C@H:18]([C:20]([OH:22])=[O:21])[CH2:17]3)[C:7]3[C:12]([C:13]=2[CH:14]=1)=[CH:11][C:10]([Cl:15])=[CH:9][CH:8]=3, predict the reactants needed to synthesize it. The reactants are: [Cl:1][C:2]1[CH:3]=[CH:4][C:5]2[N:6]([C@@H:16]3[CH2:19][C@H:18]([C:20]([O:22]C(C)(C)C)=[O:21])[CH2:17]3)[C:7]3[C:12]([C:13]=2[CH:14]=1)=[CH:11][C:10]([Cl:15])=[CH:9][CH:8]=3.O.[OH-].[Li+]. (7) Given the product [CH3:1][S:2][C:5]1[C:10]([NH:11][C:12](=[O:18])[CH2:13][OH:14])=[C:9]([S:44][CH3:46])[CH:8]=[C:7]([CH3:20])[N:6]=1, predict the reactants needed to synthesize it. The reactants are: [CH3:1][S-:2].[Na+].Cl[C:5]1[C:10]([NH:11][C:12](=[O:18])[CH2:13][O:14]C(=O)C)=[C:9](Cl)[CH:8]=[C:7]([CH3:20])[N:6]=1.C1OCCOCCOCCOCCOCCOC1.C(Cl)(Cl)Cl.C[S:44]([CH3:46])=O. (8) Given the product [Br:1][C:2]1[C:10]2[C:5](=[N:6][CH:7]=[CH:8][CH:9]=2)[S:4][C:3]=1[C:28]1[N:23]2[N:24]=[C:25]([CH3:27])[CH:26]=[C:21]([CH:18]([CH2:16][CH3:17])[CH2:19][CH3:20])[C:22]2=[N:30][C:29]=1[CH3:31], predict the reactants needed to synthesize it. The reactants are: [Br:1][C:2]1[C:10]2[C:5](=[N:6][CH:7]=[CH:8][CH:9]=2)[S:4][CH:3]=1.C([Li])CCC.[CH2:16]([CH:18]([C:21]1[C:22]2[N:23]([C:28](I)=[C:29]([CH3:31])[N:30]=2)[N:24]=[C:25]([CH3:27])[CH:26]=1)[CH2:19][CH3:20])[CH3:17]. (9) Given the product [I:25][C:4]1[CH:3]=[CH:2][C:1]([C@@H:7]2[CH2:12][O:11][CH2:10][CH2:9][N:8]2[C:13]([O:15][C:16]([CH3:19])([CH3:18])[CH3:17])=[O:14])=[CH:6][CH:5]=1, predict the reactants needed to synthesize it. The reactants are: [C:1]1([C@@H:7]2[CH2:12][O:11][CH2:10][CH2:9][N:8]2[C:13]([O:15][C:16]([CH3:19])([CH3:18])[CH3:17])=[O:14])[CH:6]=[CH:5][CH:4]=[CH:3][CH:2]=1.FC(F)(F)C(O[I:25](C1C=CC=CC=1)OC(=O)C(F)(F)F)=O.II.IC1C=CC=CC=1.